Task: Predict the product of the given reaction.. Dataset: Forward reaction prediction with 1.9M reactions from USPTO patents (1976-2016) (1) Given the reactants [NH2:1][C:2]1[N:3]=[C:4]([NH:17][C:18]2[CH:23]=[CH:22][C:21]([S:24](F)(=[O:26])=[O:25])=[CH:20][CH:19]=2)[S:5][C:6]=1[C:7](=[O:16])[C:8]1[C:13]([F:14])=[CH:12][CH:11]=[CH:10][C:9]=1[F:15].[CH2:28]([CH2:30][NH2:31])[OH:29], predict the reaction product. The product is: [NH2:1][C:2]1[N:3]=[C:4]([NH:17][C:18]2[CH:23]=[CH:22][C:21]([S:24]([NH:31][CH2:30][CH2:28][OH:29])(=[O:26])=[O:25])=[CH:20][CH:19]=2)[S:5][C:6]=1[C:7](=[O:16])[C:8]1[C:13]([F:14])=[CH:12][CH:11]=[CH:10][C:9]=1[F:15]. (2) Given the reactants [Br:1][C:2]1[CH:7]=[CH:6][C:5]([NH:8][C:9]2[C:10]([C:17](O)=[O:18])=[CH:11][N:12]([CH3:16])[C:13](=[O:15])[CH:14]=2)=[C:4]([CH3:20])[CH:3]=1.CCN(C(C)C)C(C)C.C1CN([P+]([O:46][N:47]2N=NC3C=CC=CC2=3)(N2CCCC2)N2CCCC2)CC1.F[P-](F)(F)(F)(F)F.Cl.NO, predict the reaction product. The product is: [OH:46][NH:47][C:17]([C:10]1[C:9]([NH:8][C:5]2[CH:6]=[CH:7][C:2]([Br:1])=[CH:3][C:4]=2[CH3:20])=[CH:14][C:13](=[O:15])[N:12]([CH3:16])[CH:11]=1)=[O:18]. (3) Given the reactants Br[CH2:2][C:3]1[S:11][C:10]2[C:5](=[N:6][CH:7]=[CH:8][N:9]=2)[CH:4]=1.Cl.[NH2:13][C:14]1[CH:15]=[C:16]([NH:21][C:22](=[O:34])[C:23]2[CH:28]=[CH:27][CH:26]=[C:25]([C:29]([C:32]#[N:33])([CH3:31])[CH3:30])[CH:24]=2)[CH:17]=[CH:18][C:19]=1[CH3:20].C(=O)([O-])[O-].[K+].[K+].O, predict the reaction product. The product is: [C:32]([C:29]([C:25]1[CH:24]=[C:23]([CH:28]=[CH:27][CH:26]=1)[C:22]([NH:21][C:16]1[CH:17]=[CH:18][C:19]([CH3:20])=[C:14]([NH:13][CH2:2][C:3]2[S:11][C:10]3=[N:9][CH:8]=[CH:7][N:6]=[C:5]3[CH:4]=2)[CH:15]=1)=[O:34])([CH3:30])[CH3:31])#[N:33]. (4) Given the reactants [N+:1]([C:4]([N+:8]([O-:10])=[O:9])(O)[CH2:5]C)([O-:3])=[O:2].[C:11]([OH:20])(=[O:19])[CH2:12][CH2:13][CH2:14][CH2:15][CH2:16][CH2:17][CH3:18].Cl[CH:22](Cl)C, predict the reaction product. The product is: [C:11]([O:20][CH2:22][C:4]([N+:8]([O-:10])=[O:9])([N+:1]([O-:3])=[O:2])[CH3:5])(=[O:19])[CH2:12][CH2:13][CH2:14][CH2:15][CH2:16][CH2:17][CH3:18]. (5) Given the reactants [OH:1][CH:2]([CH:6]([NH:14][C:15](=[O:33])[C:16]1[CH:21]=[CH:20][CH:19]=[N:18][C:17]=1[N:22]1[CH:26]=[CH:25][C:24]([C:27]2[CH:32]=[CH:31][CH:30]=[CH:29][CH:28]=2)=[N:23]1)[CH2:7][C:8]1[CH:13]=[CH:12][CH:11]=[CH:10][CH:9]=1)[C:3]([OH:5])=O.[CH:34]1([CH2:37][NH2:38])[CH2:36][CH2:35]1, predict the reaction product. The product is: [CH:34]1([CH2:37][NH:38][C:3](=[O:5])[CH:2]([OH:1])[CH:6]([NH:14][C:15](=[O:33])[C:16]2[CH:21]=[CH:20][CH:19]=[N:18][C:17]=2[N:22]2[CH:26]=[CH:25][C:24]([C:27]3[CH:28]=[CH:29][CH:30]=[CH:31][CH:32]=3)=[N:23]2)[CH2:7][C:8]2[CH:13]=[CH:12][CH:11]=[CH:10][CH:9]=2)[CH2:36][CH2:35]1.